This data is from Peptide-MHC class I binding affinity with 185,985 pairs from IEDB/IMGT. The task is: Regression. Given a peptide amino acid sequence and an MHC pseudo amino acid sequence, predict their binding affinity value. This is MHC class I binding data. (1) The peptide sequence is SEHFSLLFL. The MHC is HLA-B08:02 with pseudo-sequence HLA-B08:02. The binding affinity (normalized) is 0.0847. (2) The peptide sequence is ISEPTIHLV. The MHC is HLA-A24:02 with pseudo-sequence HLA-A24:02. The binding affinity (normalized) is 0. (3) The peptide sequence is YKYKVVKI. The MHC is H-2-Kb with pseudo-sequence H-2-Kb. The binding affinity (normalized) is 0.0617.